Dataset: Catalyst prediction with 721,799 reactions and 888 catalyst types from USPTO. Task: Predict which catalyst facilitates the given reaction. Reactant: Br[CH2:2][C:3](=[O:17])[CH:4]([C:11]1[CH:16]=[CH:15][CH:14]=[CH:13][CH:12]=1)[C:5]1[CH:10]=[CH:9][CH:8]=[CH:7][CH:6]=1.C(N(CC)C(C)C)(C)C.[CH2:27]([O:34][C:35]([N:37]1[CH2:41][CH2:40][CH2:39][C@H:38]1[CH2:42][NH:43][CH2:44][C:45]1[CH:50]=[CH:49][CH:48]=[CH:47][C:46]=1[O:51][CH3:52])=[O:36])[C:28]1[CH:33]=[CH:32][CH:31]=[CH:30][CH:29]=1. Product: [CH2:27]([O:34][C:35]([N:37]1[CH2:41][CH2:40][CH2:39][C@H:38]1[CH2:42][N:43]([CH2:2][C:3](=[O:17])[CH:4]([C:11]1[CH:16]=[CH:15][CH:14]=[CH:13][CH:12]=1)[C:5]1[CH:10]=[CH:9][CH:8]=[CH:7][CH:6]=1)[CH2:44][C:45]1[CH:50]=[CH:49][CH:48]=[CH:47][C:46]=1[O:51][CH3:52])=[O:36])[C:28]1[CH:29]=[CH:30][CH:31]=[CH:32][CH:33]=1. The catalyst class is: 7.